The task is: Predict the product of the given reaction.. This data is from Forward reaction prediction with 1.9M reactions from USPTO patents (1976-2016). (1) Given the reactants [CH3:1][N:2]1[CH:6]2[CH2:7][C:8]([CH2:10][CH:3]1[CH2:4][CH2:5]2)=O.[CH2:11]([N:13]([CH2:31][CH3:32])[C:14]([C:16]1[CH:17]=[CH:18][C:19]2[C:20](=O)[C:21]3[C:26]([O:27][C:28]=2[CH:29]=1)=[CH:25][CH:24]=[CH:23][CH:22]=3)=[O:15])[CH3:12], predict the reaction product. The product is: [CH2:31]([N:13]([CH2:11][CH3:12])[C:14]([C:16]1[CH:17]=[CH:18][C:19]2[C:20](=[C:8]3[CH2:10][CH:3]4[N:2]([CH3:1])[CH:6]([CH2:5][CH2:4]4)[CH2:7]3)[C:21]3[C:26]([O:27][C:28]=2[CH:29]=1)=[CH:25][CH:24]=[CH:23][CH:22]=3)=[O:15])[CH3:32]. (2) Given the reactants [CH3:1][O:2][C:3](=[O:24])[CH2:4][CH2:5][C:6]1[CH:11]=[C:10]([CH:12]2[CH2:14][CH2:13]2)[C:9]([O:15][Si](C(C)(C)C)(C)C)=[CH:8][C:7]=1[CH3:23].[F-].C([N+](CCCC)(CCCC)CCCC)CCC, predict the reaction product. The product is: [CH3:1][O:2][C:3](=[O:24])[CH2:4][CH2:5][C:6]1[CH:11]=[C:10]([CH:12]2[CH2:13][CH2:14]2)[C:9]([OH:15])=[CH:8][C:7]=1[CH3:23]. (3) The product is: [CH3:8][O:9][C:10]1[CH:17]=[C:16]([O:18][CH3:19])[CH:15]=[CH:14][C:11]=1[CH2:12][NH:6][CH2:5][CH2:4][CH2:3][N:2]([CH3:7])[CH3:1]. Given the reactants [CH3:1][N:2]([CH3:7])[CH2:3][CH2:4][CH2:5][NH2:6].[CH3:8][O:9][C:10]1[CH:17]=[C:16]([O:18][CH3:19])[CH:15]=[CH:14][C:11]=1[CH:12]=O.C(O[BH-](OC(=O)C)OC(=O)C)(=O)C.[Na+], predict the reaction product. (4) Given the reactants Br[C:2]1[CH:7]=[CH:6][CH:5]=[C:4]([N+:8]([O-:10])=[O:9])[CH:3]=1.[CH3:11][C:12]1[CH:17]=[CH:16][CH:15]=[C:14]([CH3:18])[C:13]=1B(O)O.O.[O-]P([O-])([O-])=O.[K+].[K+].[K+].C1(P(C2CCCCC2)C2C=CC=CC=2C2C(OC)=CC=CC=2OC)CCCCC1, predict the reaction product. The product is: [CH3:11][C:12]1[CH:17]=[CH:16][CH:15]=[C:14]([CH3:18])[C:13]=1[C:2]1[CH:7]=[CH:6][CH:5]=[C:4]([N+:8]([O-:10])=[O:9])[CH:3]=1. (5) Given the reactants [Cl:1][C:2]1[CH:7]=[CH:6][C:5]([C:8]([C:10]2[CH:11]=[C:12]3[C:17](=[CH:18][CH:19]=2)[N:16]=[CH:15][N:14]=[C:13]3[NH:20][CH:21]2[CH2:26][CH2:25][N:24]([C:27]3[CH:32]=[CH:31][CH:30]=[CH:29][CH:28]=3)[CH2:23][CH2:22]2)=[O:9])=[CH:4][CH:3]=1.Br[Mg][C:35]1[CH:40]=[CH:39][C:38]([O:41][CH3:42])=[CH:37][CH:36]=1, predict the reaction product. The product is: [Cl:1][C:2]1[CH:3]=[CH:4][C:5]([C:8]([C:35]2[CH:40]=[CH:39][C:38]([O:41][CH3:42])=[CH:37][CH:36]=2)([C:10]2[CH:11]=[C:12]3[C:17](=[CH:18][CH:19]=2)[N:16]=[CH:15][N:14]=[C:13]3[NH:20][CH:21]2[CH2:22][CH2:23][N:24]([C:27]3[CH:28]=[CH:29][CH:30]=[CH:31][CH:32]=3)[CH2:25][CH2:26]2)[OH:9])=[CH:6][CH:7]=1. (6) Given the reactants [N:1]1[CH:6]=[CH:5][C:4]([CH2:7][CH2:8][C:9]2[C:17]3[C:12](=[CH:13][C:14]([CH:18]=[C:19]4[C:27]5[C:22](=[CH:23][CH:24]=[CH:25][CH:26]=5)[NH:21][C:20]4=[O:28])=[CH:15][CH:16]=3)[N:11](COCC[Si](C)(C)C)[N:10]=2)=[CH:3][CH:2]=1.CCCC[N+](CCCC)(CCCC)CCCC.[F-], predict the reaction product. The product is: [N:1]1[CH:6]=[CH:5][C:4]([CH2:7][CH2:8][C:9]2[C:17]3[C:12](=[CH:13][C:14]([CH:18]=[C:19]4[C:27]5[C:22](=[CH:23][CH:24]=[CH:25][CH:26]=5)[NH:21][C:20]4=[O:28])=[CH:15][CH:16]=3)[NH:11][N:10]=2)=[CH:3][CH:2]=1. (7) Given the reactants C(OC([N:8]1[CH2:17][CH2:16][C:15]2[C:11](=[C:12](OS(C(F)(F)F)(=O)=O)[N:13]([CH:18]3[CH2:22][CH2:21][CH2:20][CH2:19]3)[N:14]=2)[CH2:10][CH2:9]1)=O)(C)(C)C.[O:31]1[CH:35]=[CH:34][C:33](B(O)O)=[CH:32]1, predict the reaction product. The product is: [CH:18]1([N:13]2[C:12]([C:33]3[CH:34]=[CH:35][O:31][CH:32]=3)=[C:11]3[C:15]([CH2:16][CH2:17][NH:8][CH2:9][CH2:10]3)=[N:14]2)[CH2:19][CH2:20][CH2:21][CH2:22]1. (8) Given the reactants [C:1]([N:4]1[CH2:8][CH2:7][N:6]([C:9]2[CH:14]=[C:13](Cl)[CH:12]=[CH:11][C:10]=2[C:16]([N:18]2[CH2:23][CH2:22][N:21]([C:24]3[C:29]([CH3:30])=[CH:28][C:27]([CH3:31])=[CH:26][N:25]=3)[CH2:20][CH2:19]2)=[O:17])[C:5]1=[O:32])(=[O:3])[CH3:2].[CH3:33][C:34]1([CH3:40])[O:38][C:37](=[O:39])[N:36]=[CH:35]1, predict the reaction product. The product is: [C:1]([N:4]1[CH2:8][CH2:7][N:6]([C:9]2[CH:14]=[C:13]([N:36]3[CH2:35][C:34]([CH3:40])([CH3:33])[O:38][C:37]3=[O:39])[CH:12]=[CH:11][C:10]=2[C:16]([N:18]2[CH2:23][CH2:22][N:21]([C:24]3[C:29]([CH3:30])=[CH:28][C:27]([CH3:31])=[CH:26][N:25]=3)[CH2:20][CH2:19]2)=[O:17])[C:5]1=[O:32])(=[O:3])[CH3:2]. (9) Given the reactants C([O:3][C:4](=O)[C:5]([OH:22])([C:18]([F:21])([F:20])[F:19])[CH2:6][C:7]1[C:16]2[C:11](=[C:12]([F:17])[CH:13]=[CH:14][CH:15]=2)[O:10][CH2:9][CH:8]=1)C.[H-].[Al+3].[Li+].[H-].[H-].[H-].[Cl-].[NH4+], predict the reaction product. The product is: [F:17][C:12]1[CH:13]=[CH:14][CH:15]=[C:16]2[C:11]=1[O:10][CH2:9][CH:8]=[C:7]2[CH2:6][C:5]([OH:22])([C:18]([F:19])([F:20])[F:21])[CH2:4][OH:3].